Dataset: Full USPTO retrosynthesis dataset with 1.9M reactions from patents (1976-2016). Task: Predict the reactants needed to synthesize the given product. (1) Given the product [CH:1]1([S:4]([C:7]2[CH:12]=[C:11]([CH:10]=[C:9]([O:16][CH3:17])[CH:8]=2)[NH2:13])(=[O:6])=[O:5])[CH2:3][CH2:2]1, predict the reactants needed to synthesize it. The reactants are: [CH:1]1([S:4]([C:7]2[CH:12]=[C:11]([N+:13]([O-])=O)[CH:10]=[C:9]([O:16][CH3:17])[CH:8]=2)(=[O:6])=[O:5])[CH2:3][CH2:2]1. (2) The reactants are: [CH3:1][N:2]=[C:3]=[O:4].[NH2:5][CH2:6][C@@H:7]([CH3:35])[O:8][C:9]1[CH:18]=[CH:17][CH:16]=[C:15]2[C:10]=1[C:11]([NH:19][C:20]1[CH:25]=[CH:24][C:23]([O:26][CH2:27][C:28]3[CH:33]=[CH:32][CH:31]=[CH:30][N:29]=3)=[C:22]([Cl:34])[CH:21]=1)=[N:12][CH:13]=[N:14]2. Given the product [Cl:34][C:22]1[CH:21]=[C:20]([NH:19][C:11]2[C:10]3[C:15](=[CH:16][CH:17]=[CH:18][C:9]=3[O:8][C@H:7]([CH3:35])[CH2:6][NH:5][C:3]([NH:2][CH3:1])=[O:4])[N:14]=[CH:13][N:12]=2)[CH:25]=[CH:24][C:23]=1[O:26][CH2:27][C:28]1[CH:33]=[CH:32][CH:31]=[CH:30][N:29]=1, predict the reactants needed to synthesize it. (3) Given the product [CH3:30][C:29]1[C:24]([N:21]2[CH2:20][CH2:19][N:18]([C:16]([C:10]3[CH:11]=[CH:12][C:13]([N:34]4[CH2:35][CH2:36][CH2:37][S:33]4(=[O:39])=[O:38])=[CH:14][C:9]=3[N:6]3[CH2:7][CH2:8][NH:4][C:5]3=[O:32])=[O:17])[CH2:23][CH2:22]2)=[N:25][CH:26]=[C:27]([CH3:31])[CH:28]=1, predict the reactants needed to synthesize it. The reactants are: C([N:4]1[CH2:8][CH2:7][N:6]([C:9]2[CH:14]=[C:13](Cl)[CH:12]=[CH:11][C:10]=2[C:16]([N:18]2[CH2:23][CH2:22][N:21]([C:24]3[C:29]([CH3:30])=[CH:28][C:27]([CH3:31])=[CH:26][N:25]=3)[CH2:20][CH2:19]2)=[O:17])[C:5]1=[O:32])(=O)C.[S:33]1(=[O:39])(=[O:38])[CH2:37][CH2:36][CH2:35][NH:34]1.